From a dataset of Full USPTO retrosynthesis dataset with 1.9M reactions from patents (1976-2016). Predict the reactants needed to synthesize the given product. (1) The reactants are: [F:1][C:2]1[CH:7]=[CH:6][C:5]([CH2:8][C:9]2[CH:18]=[C:17]3[C:12]([C:13]([OH:25])=[C:14]([C:20](OCC)=[O:21])[C:15](=[O:19])[NH:16]3)=[N:11][CH:10]=2)=[CH:4][CH:3]=1.[CH2:26]1[N:31]([CH2:32][CH2:33][NH2:34])[CH2:30][CH2:29][O:28][CH2:27]1. Given the product [F:1][C:2]1[CH:7]=[CH:6][C:5]([CH2:8][C:9]2[CH:18]=[C:17]3[C:12]([C:13]([OH:25])=[C:14]([C:20]([NH:34][CH2:33][CH2:32][N:31]4[CH2:26][CH2:27][O:28][CH2:29][CH2:30]4)=[O:21])[C:15](=[O:19])[NH:16]3)=[N:11][CH:10]=2)=[CH:4][CH:3]=1, predict the reactants needed to synthesize it. (2) Given the product [Cl:1][C:2]1[CH:7]=[CH:6][C:5]([NH:8][C:22](=[O:23])[C:21]2[CH:25]=[CH:26][CH:27]=[CH:28][C:20]=2[F:19])=[CH:4][C:3]=1[C:9]1[O:10][C:11]2[CH:17]=[CH:16][C:15]([CH3:18])=[CH:14][C:12]=2[N:13]=1, predict the reactants needed to synthesize it. The reactants are: [Cl:1][C:2]1[CH:7]=[CH:6][C:5]([NH2:8])=[CH:4][C:3]=1[C:9]1[O:10][C:11]2[CH:17]=[CH:16][C:15]([CH3:18])=[CH:14][C:12]=2[N:13]=1.[F:19][C:20]1[CH:28]=[CH:27][CH:26]=[CH:25][C:21]=1[C:22](Cl)=[O:23].